This data is from Orexin1 receptor HTS with 218,158 compounds and 233 confirmed actives. The task is: Binary Classification. Given a drug SMILES string, predict its activity (active/inactive) in a high-throughput screening assay against a specified biological target. (1) The molecule is O1C(CCC1)CNC(=O)CN1C(=O)C(Oc2c1cc(cc2)C)C(C)C. The result is 0 (inactive). (2) The drug is Brc1ccc(NC(=O)Cn2nc(c3sccc3)ccc2=O)cc1. The result is 0 (inactive). (3) The drug is S(=O)(=O)(N(c1c(n(n(c1=O)c1ccccc1)C)C)C)c1cc(ccc1)C(=O)NC(C)C. The result is 0 (inactive). (4) The compound is S=C(N1CCN(CC1)c1ccccc1)Nc1cc(ccc1)C. The result is 0 (inactive). (5) The compound is Clc1c(Cn2c(=O)c3c(n(c2=O)C)ncc(c3OCC)C)c(F)ccc1. The result is 0 (inactive). (6) The drug is FC(F)(F)c1nn(c2c1CCc1occc21)c1ccc(cc1)C(OC)=O. The result is 0 (inactive).